From a dataset of Full USPTO retrosynthesis dataset with 1.9M reactions from patents (1976-2016). Predict the reactants needed to synthesize the given product. (1) Given the product [Cl:1][CH2:2][C:3]([N:5]1[C@@H:12]([C:13]#[CH:14])[CH2:11][CH2:10][C@H:6]1[C:7]#[N:9])=[O:4], predict the reactants needed to synthesize it. The reactants are: [Cl:1][CH2:2][C:3]([N:5]1[C@@H:12]([C:13]#[CH:14])[CH2:11][CH2:10][C@H:6]1[C:7]([NH2:9])=O)=[O:4].N1C=CN=C1.O=P(Cl)(Cl)Cl. (2) Given the product [ClH:29].[Br:1][C:2]1[CH:3]=[C:4]2[C:12](=[CH:13][CH:14]=1)[NH:11][C:10]1[C@@H:9]([NH:15][C@H:16]([C:18]3[CH:23]=[CH:22][CH:21]=[CH:20][CH:19]=3)[CH3:17])[CH2:8][CH2:7][CH2:6][C:5]2=1, predict the reactants needed to synthesize it. The reactants are: [Br:1][C:2]1[CH:3]=[C:4]2[C:12](=[CH:13][CH:14]=1)[NH:11][C:10]1[CH:9]([NH:15][C@H:16]([C:18]3[CH:23]=[CH:22][CH:21]=[CH:20][CH:19]=3)[CH3:17])[CH2:8][CH2:7][CH2:6][C:5]2=1.C(NCC)C.[ClH:29]. (3) Given the product [C:2]1([C:23]2[CH:24]=[CH:25][C:20]([C:11]3[CH:16]=[CH:15][CH:14]=[CH:13][CH:12]=3)=[CH:21][CH:22]=2)[C:3]([C:4]([OH:6])=[O:5])=[CH:7][CH:8]=[CH:9][CH:10]=1, predict the reactants needed to synthesize it. The reactants are: I[C:2]1[CH:10]=[CH:9][CH:8]=[CH:7][C:3]=1[C:4]([OH:6])=[O:5].[C:11]1([C:20]2[CH:25]=[CH:24][CH:23]=[CH:22][CH:21]=2)[CH:16]=[CH:15][C:14](B(O)O)=[CH:13][CH:12]=1.C(=O)([O-])[O-].[Na+].[Na+].C. (4) The reactants are: [CH2:1]([O:3][C:4](=[O:19])[CH2:5][CH2:6][N:7]1[CH2:12][C:11]2[CH:13]=[C:14](Br)[CH:15]=[N:16][C:10]=2[NH:9][C:8]1=[O:18])[CH3:2].BrC1C=N[C:24]2NC(=O)N(CCN(C)C)[CH2:28][C:23]=2[CH:22]=1. Given the product [C:23]([O:19][C:4](=[O:3])/[CH:5]=[CH:6]/[C:14]1[CH:15]=[N:16][C:10]2[NH:9][C:8](=[O:18])[N:7]([CH2:6][CH2:5][C:4]([O:3][CH2:1][CH3:2])=[O:19])[CH2:12][C:11]=2[CH:13]=1)([CH3:22])([CH3:24])[CH3:28], predict the reactants needed to synthesize it.